From a dataset of Peptide-MHC class II binding affinity with 134,281 pairs from IEDB. Regression. Given a peptide amino acid sequence and an MHC pseudo amino acid sequence, predict their binding affinity value. This is MHC class II binding data. (1) The peptide sequence is WNEPTAAAIAYGLDR. The MHC is HLA-DQA10501-DQB10301 with pseudo-sequence HLA-DQA10501-DQB10301. The binding affinity (normalized) is 0.667. (2) The peptide sequence is ARVTVKDVTFRNITG. The MHC is DRB1_1501 with pseudo-sequence DRB1_1501. The binding affinity (normalized) is 0.405. (3) The peptide sequence is SFFEEVPNIIHEAIN. The MHC is DRB1_0101 with pseudo-sequence DRB1_0101. The binding affinity (normalized) is 0.680. (4) The peptide sequence is IIFSQNMNIKLKMPL. The MHC is HLA-DQA10301-DQB10302 with pseudo-sequence HLA-DQA10301-DQB10302. The binding affinity (normalized) is 0. (5) The MHC is DRB1_0101 with pseudo-sequence DRB1_0101. The peptide sequence is GGDEALSGFLQYAGC. The binding affinity (normalized) is 0.430.